Dataset: Forward reaction prediction with 1.9M reactions from USPTO patents (1976-2016). Task: Predict the product of the given reaction. (1) Given the reactants C[O:2][C:3]1[CH:4]=[C:5]2[C:9](=[N:10][CH:11]=1)[NH:8][CH:7]=[CH:6]2.[Al+3].[Cl-].[Cl-].[Cl-].Br[CH2:17][C:18](Br)=O.[NH2:21][C:22]([NH2:24])=[S:23], predict the reaction product. The product is: [OH:2][C:3]1[CH:4]=[C:5]2[C:6]([C:17]3[N:21]=[C:22]([NH2:24])[S:23][CH:18]=3)=[CH:7][NH:8][C:9]2=[N:10][CH:11]=1. (2) Given the reactants Cl[C:2]1[CH:3]=[CH:4][C:5]([N+:10]([O-])=O)=[C:6]([O:8][CH3:9])[CH:7]=1.CC1(C)C(C)(C)OB([C:21]2[CH2:22][CH2:23][N:24]([C:27]([O:29][C:30]([CH3:33])([CH3:32])[CH3:31])=[O:28])[CH2:25][CH:26]=2)O1.C([O-])([O-])=O.[Na+].[Na+], predict the reaction product. The product is: [NH2:10][C:5]1[CH:4]=[CH:3][C:2]([CH:21]2[CH2:26][CH2:25][N:24]([C:27]([O:29][C:30]([CH3:33])([CH3:32])[CH3:31])=[O:28])[CH2:23][CH2:22]2)=[CH:7][C:6]=1[O:8][CH3:9]. (3) Given the reactants [Br:1][C:2]1[CH:7]=[CH:6][C:5]([C:8](=O)[CH2:9][CH2:10][C:11]([O:13][CH3:14])=[O:12])=[CH:4][CH:3]=1.[NH2:16][OH:17].Cl.CC(O[Na])=O.C([O-])(O)=O.[Na+], predict the reaction product. The product is: [Br:1][C:2]1[CH:7]=[CH:6][C:5]([C:8](=[N:16][OH:17])[CH2:9][CH2:10][C:11]([O:13][CH3:14])=[O:12])=[CH:4][CH:3]=1. (4) Given the reactants C(=O)([O-])[O-].[Cs+].[Cs+].CC1(C)C(C)(C)OB([C:15]2[CH:16]=[N:17][NH:18][CH:19]=2)O1.Cl[C:22]1[CH:23]=[CH:24][CH:25]=[C:26]2[C:31]=1[N:30]=[CH:29][N:28]([C:32]1[CH:33]=[C:34]([NH:39][C:40](=[O:52])[C:41]3[CH:46]=[CH:45][CH:44]=[C:43]([C:47]([C:50]#[N:51])([CH3:49])[CH3:48])[CH:42]=3)[CH:35]=[CH:36][C:37]=1[CH3:38])[C:27]2=[O:53], predict the reaction product. The product is: [C:50]([C:47]([C:43]1[CH:42]=[C:41]([CH:46]=[CH:45][CH:44]=1)[C:40]([NH:39][C:34]1[CH:35]=[CH:36][C:37]([CH3:38])=[C:32]([N:28]2[C:27](=[O:53])[C:26]3[C:31](=[C:22]([C:15]4[CH:19]=[N:18][NH:17][CH:16]=4)[CH:23]=[CH:24][CH:25]=3)[N:30]=[CH:29]2)[CH:33]=1)=[O:52])([CH3:48])[CH3:49])#[N:51]. (5) Given the reactants [C:1]([C:5]1[CH:10]=[C:9]([C:11]([CH3:14])([CH3:13])[CH3:12])[CH:8]=[C:7]([N+:15]([O-])=O)[C:6]=1[OH:18])([CH3:4])([CH3:3])[CH3:2].O.O.Cl[Sn]Cl.C([O-])(O)=O.[Na+], predict the reaction product. The product is: [NH2:15][C:7]1[C:6]([OH:18])=[C:5]([C:1]([CH3:3])([CH3:2])[CH3:4])[CH:10]=[C:9]([C:11]([CH3:14])([CH3:13])[CH3:12])[CH:8]=1. (6) Given the reactants C(Cl)(=O)C(Cl)=O.CS(C)=O.[CH3:11][C:12]([C:17]1[O:18][C:19]([CH3:22])=[CH:20][CH:21]=1)([CH3:16])[CH2:13][CH2:14][OH:15].C(N(CC)CC)C, predict the reaction product. The product is: [CH3:16][C:12]([C:17]1[O:18][C:19]([CH3:22])=[CH:20][CH:21]=1)([CH3:11])[CH2:13][CH:14]=[O:15].